This data is from hERG potassium channel inhibition data for cardiac toxicity prediction from Karim et al.. The task is: Regression/Classification. Given a drug SMILES string, predict its toxicity properties. Task type varies by dataset: regression for continuous values (e.g., LD50, hERG inhibition percentage) or binary classification for toxic/non-toxic outcomes (e.g., AMES mutagenicity, cardiotoxicity, hepatotoxicity). Dataset: herg_karim. (1) The drug is Cc1ccc(OC(=O)N(CC(=O)O)Cc2cccc(OCc3nc(-c4ccc(F)cc4)oc3C)c2)cc1. The result is 0 (non-blocker). (2) The molecule is CC[C@H](C)[C@H](C(=O)O)N1C[C@H](CN2CCC(c3cc(Cc4ccc(-c5ccccc5)cc4)nn3CC)CC2)[C@@H](c2cccc(F)c2)C1. The result is 1 (blocker). (3) The result is 1 (blocker). The compound is CC(=O)Nc1cccc(C2CCN(CCCn3c(-c4ccc(Cl)cc4)nc4ccccc43)CC2)c1. (4) The drug is Cc1cc(CN2CCN(c3c(Cl)cnc4nc(-c5cn(C)nc5C)[nH]c34)CC2)no1. The result is 1 (blocker).